From a dataset of Retrosynthesis with 50K atom-mapped reactions and 10 reaction types from USPTO. Predict the reactants needed to synthesize the given product. Given the product Clc1nccc(-n2cncc2Br)n1, predict the reactants needed to synthesize it. The reactants are: Brc1cnc[nH]1.Clc1ccnc(Cl)n1.